Dataset: Full USPTO retrosynthesis dataset with 1.9M reactions from patents (1976-2016). Task: Predict the reactants needed to synthesize the given product. Given the product [Cl:30][C:19]1[CH:20]=[C:21]([C:22]2[C:27]([CH3:28])=[CH:26][CH:25]=[CH:24][C:23]=2[CH3:29])[C:15]2[O:14][CH:13]([CH2:12][N:31]3[CH2:36][CH2:35][O:34][CH2:33][CH2:32]3)[CH2:17][C:16]=2[CH:18]=1, predict the reactants needed to synthesize it. The reactants are: CC1C=CC(S(O[CH2:12][CH:13]2[CH2:17][C:16]3[CH:18]=[C:19]([Cl:30])[CH:20]=[C:21]([C:22]4[C:27]([CH3:28])=[CH:26][CH:25]=[CH:24][C:23]=4[CH3:29])[C:15]=3[O:14]2)(=O)=O)=CC=1.[NH:31]1[CH2:36][CH2:35][O:34][CH2:33][CH2:32]1.